This data is from Forward reaction prediction with 1.9M reactions from USPTO patents (1976-2016). The task is: Predict the product of the given reaction. (1) Given the reactants [Cl:1][C:2]1[N:7]=[CH:6][C:5]([C:8](=[O:10])[CH3:9])=[CH:4][CH:3]=1.C(O[CH:14](OCC)[N:15]([CH3:17])[CH3:16])C, predict the reaction product. The product is: [Cl:1][C:2]1[N:7]=[CH:6][C:5]([C:8](=[O:10])[CH:9]=[CH:14][N:15]([CH3:17])[CH3:16])=[CH:4][CH:3]=1. (2) The product is: [N:29]1[C:30]2[C:25](=[CH:24][C:23]([CH:21]([N:18]3[CH2:17][CH2:16][CH:15]([NH2:14])[CH2:20][CH2:19]3)[CH3:22])=[CH:32][CH:31]=2)[CH:26]=[CH:27][CH:28]=1. Given the reactants FC(F)(F)C(O)=O.C(OC(=O)[NH:14][CH:15]1[CH2:20][CH2:19][N:18]([CH:21]([C:23]2[CH:24]=[C:25]3[C:30](=[CH:31][CH:32]=2)[N:29]=[CH:28][CH:27]=[CH:26]3)[CH3:22])[CH2:17][CH2:16]1)(C)(C)C, predict the reaction product.